This data is from Reaction yield outcomes from USPTO patents with 853,638 reactions. The task is: Predict the reaction yield, written as a fraction of the theoretical maximum amount of product (1.0 means a 100% yield; for example, 0.34 means a 34% yield). The reactants are [F:1][C:2]1[CH:7]=[C:6]([N+:8]([O-])=O)[C:5]([O:11][CH3:12])=[C:4]([F:13])[C:3]=1[O:14][CH3:15]. The catalyst is CCO.CCOC(C)=O.[Pd]. The product is [F:13][C:4]1[C:5]([O:11][CH3:12])=[C:6]([CH:7]=[C:2]([F:1])[C:3]=1[O:14][CH3:15])[NH2:8]. The yield is 1.00.